Task: Predict the product of the given reaction.. Dataset: Forward reaction prediction with 1.9M reactions from USPTO patents (1976-2016) (1) Given the reactants [H-].[Na+].[Br:3][C:4]1[CH:5]=[C:6]2[C:10](=[CH:11][CH:12]=1)[NH:9][CH:8]=[CH:7]2.[CH3:13][C:14]1[CH:21]=[CH:20][C:17]([CH2:18]Br)=[CH:16][CH:15]=1, predict the reaction product. The product is: [Br:3][C:4]1[CH:5]=[C:6]2[C:10](=[CH:11][CH:12]=1)[N:9]([CH2:13][C:14]1[CH:21]=[CH:20][C:17]([CH3:18])=[CH:16][CH:15]=1)[CH:8]=[CH:7]2. (2) Given the reactants [Cl:1][C:2]1[N:7]=[C:6]([C:8]#[N:9])[C:5]([N+:10]([O-:12])=[O:11])=[CH:4][CH:3]=1.Cl[Sn]Cl.[OH2:16], predict the reaction product. The product is: [Cl:1][C:2]1[N:7]=[C:6]([C:8]([NH2:9])=[O:16])[C:5]([N+:10]([O-:12])=[O:11])=[CH:4][CH:3]=1. (3) Given the reactants C([O:3][C:4](=[O:29])[CH2:5][S:6][C:7]1[S:11][C:10]([NH:12][C:13]([N:15]([CH2:24][CH:25]2[CH2:28][CH2:27]C2)[C:16]2[CH:21]=[CH:20][C:19]([F:22])=[C:18]([F:23])[CH:17]=2)=[O:14])=[N:9][CH:8]=1)C.[CH:30]1(CN(C2C=CC(S(C)(=O)=O)=CC=2)C(=O)NC2SC=C(CC(O)=O)N=2)CCCC1.C1(CNC2C=CC(F)=C(F)C=2)CCC1.C(OC(=O)CSC1SC(N)=NC=1)C, predict the reaction product. The product is: [CH:24]1([N:15]([C:16]2[CH:21]=[CH:20][C:19]([F:22])=[C:18]([F:23])[CH:17]=2)[C:13](=[O:14])[N:12]([CH3:30])[C:10]2[S:11][C:7]([S:6][CH2:5][C:4]([OH:3])=[O:29])=[CH:8][N:9]=2)[CH2:25][CH2:28][CH2:27]1.